This data is from Reaction yield outcomes from USPTO patents with 853,638 reactions. The task is: Predict the reaction yield, written as a fraction of the theoretical maximum amount of product (1.0 means a 100% yield; for example, 0.34 means a 34% yield). The reactants are Cl[CH2:2][C:3]([C:7]1[CH:12]=[CH:11][CH:10]=[C:9]([Cl:13])[C:8]=1[F:14])([OH:6])[CH2:4]Cl.C(=O)(O)[O-].[Na+].[CH2:20]([NH2:22])[CH3:21].C(=O)([O-])[O-].[Na+].[Na+]. The catalyst is C(#N)C.O1CCCC1.C(OCC)(=O)C. The product is [Cl:13][C:9]1[C:8]([F:14])=[C:7]([C:3]2([OH:6])[CH2:4][N:22]([CH2:20][CH3:21])[CH2:2]2)[CH:12]=[CH:11][CH:10]=1. The yield is 0.350.